Dataset: Catalyst prediction with 721,799 reactions and 888 catalyst types from USPTO. Task: Predict which catalyst facilitates the given reaction. Reactant: [CH3:1][C:2]1[CH:7]=[C:6]([O:8][CH3:9])[CH:5]=[CH:4][C:3]=1[NH:10][CH2:11][CH2:12][CH2:13][C:14]#[N:15].Cl. Product: [CH3:1][C:2]1[CH:7]=[C:6]([O:8][CH3:9])[CH:5]=[CH:4][C:3]=1[N:10]1[CH2:11][CH2:12][CH2:13][C:14]1=[NH:15]. The catalyst class is: 801.